This data is from Forward reaction prediction with 1.9M reactions from USPTO patents (1976-2016). The task is: Predict the product of the given reaction. (1) Given the reactants [F:1][C:2]([F:33])([F:32])[C:3]1[CH:4]=[C:5]([CH:25]=[C:26]([C:28]([F:31])([F:30])[F:29])[CH:27]=1)[CH2:6][N:7]([CH3:24])[C:8](=[O:23])[C:9]1[C:14]([C:15]2[CH:20]=[CH:19][CH:18]=[CH:17][C:16]=2[CH3:21])=[CH:13][C:12](Cl)=[N:11][CH:10]=1.[CH3:34][S:35]([O-:37])=[O:36].[Na+].C(=O)(O)[O-].[Na+], predict the reaction product. The product is: [F:1][C:2]([F:33])([F:32])[C:3]1[CH:4]=[C:5]([CH:25]=[C:26]([C:28]([F:31])([F:30])[F:29])[CH:27]=1)[CH2:6][N:7]([CH3:24])[C:8](=[O:23])[C:9]1[C:14]([C:15]2[CH:20]=[CH:19][CH:18]=[CH:17][C:16]=2[CH3:21])=[CH:13][C:12]([S:35]([CH3:34])(=[O:37])=[O:36])=[N:11][CH:10]=1. (2) Given the reactants [CH3:1][NH:2][C:3]([C:5]1[C:9]2[CH:10]=[C:11]([O:15][CH:16]([CH3:18])[CH3:17])[C:12]([NH2:14])=[CH:13][C:8]=2[O:7][C:6]=1[C:19]1[CH:24]=[CH:23][C:22]([F:25])=[CH:21][CH:20]=1)=[O:4].N1C=CC=CC=1.[CH3:32][S:33](Cl)(=[O:35])=[O:34].NC1C=CC=CC=1, predict the reaction product. The product is: [CH3:1][NH:2][C:3]([C:5]1[C:9]2[CH:10]=[C:11]([O:15][CH:16]([CH3:18])[CH3:17])[C:12]([NH:14][S:33]([CH3:32])(=[O:35])=[O:34])=[CH:13][C:8]=2[O:7][C:6]=1[C:19]1[CH:20]=[CH:21][C:22]([F:25])=[CH:23][CH:24]=1)=[O:4].